This data is from Full USPTO retrosynthesis dataset with 1.9M reactions from patents (1976-2016). The task is: Predict the reactants needed to synthesize the given product. (1) Given the product [CH:1]1([C:6]2[C:14]3[C:9](=[C:10]([O:15][CH3:16])[N:11]=[CH:12][CH:13]=3)[N:8]([C:17]3[CH:18]=[CH:19][C:20]([S:23]([NH2:26])(=[O:24])=[O:25])=[CH:21][CH:22]=3)[N:7]=2)[CH2:2][CH2:3][CH2:4][CH2:5]1, predict the reactants needed to synthesize it. The reactants are: [C:1]1([C:6]2[C:14]3[C:9](=[C:10]([O:15][CH3:16])[N:11]=[CH:12][CH:13]=3)[N:8]([C:17]3[CH:22]=[CH:21][C:20]([S:23]([NH2:26])(=[O:25])=[O:24])=[CH:19][CH:18]=3)[N:7]=2)[CH2:5][CH2:4][CH2:3][CH:2]=1.O. (2) Given the product [F:18][C:2]([F:1])([F:17])[C:3]1[CH:4]=[CH:5][C:6]([O:9][C:10]2[CH:11]=[CH:12][C:13]([O:16][C:26]([N:28]3[CH2:33][CH2:32][CH2:31][CH2:30][CH2:29]3)=[O:27])=[CH:14][CH:15]=2)=[N:7][CH:8]=1, predict the reactants needed to synthesize it. The reactants are: [F:1][C:2]([F:18])([F:17])[C:3]1[CH:4]=[CH:5][C:6]([O:9][C:10]2[CH:15]=[CH:14][C:13]([OH:16])=[CH:12][CH:11]=2)=[N:7][CH:8]=1.[I-].C[N+]1C=CN([C:26]([N:28]2[CH2:33][CH2:32][CH2:31][CH2:30][CH2:29]2)=[O:27])C=1. (3) Given the product [CH2:1]([O:8][C:9]1[CH:10]=[C:11]([C:18]2[O:19][C:20]([CH3:23])=[CH:21][N:22]=2)[CH:12]=[C:13]([O:16][CH3:17])[C:14]=1[B:29]([OH:32])[OH:30])[C:2]1[CH:7]=[CH:6][CH:5]=[CH:4][CH:3]=1, predict the reactants needed to synthesize it. The reactants are: [CH2:1]([O:8][C:9]1[CH:10]=[C:11]([C:18]2[O:19][C:20]([CH3:23])=[CH:21][N:22]=2)[CH:12]=[C:13]([O:16][CH3:17])[C:14]=1Br)[C:2]1[CH:7]=[CH:6][CH:5]=[CH:4][CH:3]=1.C([Li])CCC.[B:29](OC)([O:32]C)[O:30]C.